Task: Predict which catalyst facilitates the given reaction.. Dataset: Catalyst prediction with 721,799 reactions and 888 catalyst types from USPTO (1) Reactant: [CH3:1][O:2][C:3]1[N:8]=[C:7]([NH2:9])[C:6]([N+:10]([O-])=O)=[CH:5][CH:4]=1.Cl[Sn]Cl. Product: [CH3:1][O:2][C:3]1[N:8]=[C:7]([NH2:9])[C:6]([NH2:10])=[CH:5][CH:4]=1. The catalyst class is: 33. (2) Reactant: Cl[C:2]1[N:7]=[CH:6][N:5]=[C:4]([NH:8][C:9]2[CH:14]=[CH:13][C:12]([N:15]3[CH2:20][CH2:19][O:18][CH2:17][CH2:16]3)=[CH:11][CH:10]=2)[N:3]=1.[C:21]([C:23]1[CH:28]=[C:27](B2OC(C)(C)C(C)(C)O2)[CH:26]=[CH:25][C:24]=1[NH:38][C:39]([C@@H:41]1[CH2:45][CH2:44][CH2:43][N:42]1[C:46]([O:48][C:49]([CH3:52])([CH3:51])[CH3:50])=[O:47])=[O:40])#[N:22].C1(P(C2C=CC=CC=2)C2C=CC=CC=2)C=CC=CC=1.C(=O)([O-])[O-].[Na+].[Na+]. Product: [C:21]([C:23]1[CH:28]=[C:27]([C:2]2[N:3]=[C:4]([NH:8][C:9]3[CH:14]=[CH:13][C:12]([N:15]4[CH2:20][CH2:19][O:18][CH2:17][CH2:16]4)=[CH:11][CH:10]=3)[N:5]=[CH:6][N:7]=2)[CH:26]=[CH:25][C:24]=1[NH:38][C:39]([C@@H:41]1[CH2:45][CH2:44][CH2:43][N:42]1[C:46]([O:48][C:49]([CH3:52])([CH3:51])[CH3:50])=[O:47])=[O:40])#[N:22]. The catalyst class is: 848. (3) Reactant: C[C:2]1[CH:7]=[C:6](C)[CH:5]=[C:4]([CH3:9])[C:3]=1S([O-])(=O)=O.[NH2:14][N+:15]1[CH:20]=[C:19]([F:21])[C:18]([C:22]([O:24][CH3:25])=[O:23])=[CH:17][C:16]=1[NH2:26].C(Cl)(=O)C1C=CC=CC=1. Product: [F:21][C:19]1[C:18]([C:22]([O:24][CH3:25])=[O:23])=[CH:17][C:16]2[N:15]([N:14]=[C:9]([C:4]3[CH:3]=[CH:2][CH:7]=[CH:6][CH:5]=3)[N:26]=2)[CH:20]=1. The catalyst class is: 17. (4) Reactant: CS(O[CH2:6][C:7]1([CH2:11][O:12][C:13]2[C:18]([C:19]3[CH:27]=[CH:26][CH:25]=[C:24]4[C:20]=3[CH2:21][CH2:22][C:23]4=[O:28])=[CH:17][CH:16]=[C:15]([O:29][CH3:30])[C:14]=2[O:31][CH3:32])[CH2:10][O:9][CH2:8]1)(=O)=O.[N-:33]=[N+:34]=[N-:35].[Na+]. Product: [N:33]([CH2:6][C:7]1([CH2:11][O:12][C:13]2[C:14]([O:31][CH3:32])=[C:15]([O:29][CH3:30])[CH:16]=[CH:17][C:18]=2[C:19]2[CH:27]=[CH:26][CH:25]=[C:24]3[C:20]=2[CH2:21][CH2:22][C:23]3=[O:28])[CH2:10][O:9][CH2:8]1)=[N+:34]=[N-:35]. The catalyst class is: 9.